Dataset: Full USPTO retrosynthesis dataset with 1.9M reactions from patents (1976-2016). Task: Predict the reactants needed to synthesize the given product. (1) Given the product [Cl:22][C:23]1[CH:24]=[N:25][C:26]2[C:31]([CH:32]=1)=[CH:30][CH:29]=[N:28][C:27]=2[NH:1][C:2]1[CH:3]=[C:4]([F:21])[C:5]([F:20])=[C:6]([C@:8]2([CH3:19])[CH2:13][C@@H:12]([C:14]([F:17])([F:16])[F:15])[O:11][C:10]([NH2:18])=[N:9]2)[CH:7]=1, predict the reactants needed to synthesize it. The reactants are: [NH2:1][C:2]1[CH:3]=[C:4]([F:21])[C:5]([F:20])=[C:6]([C@:8]2([CH3:19])[CH2:13][C@@H:12]([C:14]([F:17])([F:16])[F:15])[O:11][C:10]([NH2:18])=[N:9]2)[CH:7]=1.[Cl:22][C:23]1[CH:24]=[N:25][C:26]2[C:31]([CH:32]=1)=[CH:30][CH:29]=[N:28][C:27]=2Cl. (2) Given the product [Cl:63][CH:61]([O:60][C:58]([CH2:48][NH:47][C:46](=[O:49])[C:44]([CH3:50])([CH3:45])[CH2:43][C@H:15]1[CH2:14][C@H:13]([C:10]2[CH:11]=[CH:12][C:7]([CH2:6][O:5][CH2:4][CH2:3][O:2][CH3:1])=[CH:8][CH:9]=2)[C@@H:18]([O:19][CH2:20][C:21]2[CH:22]=[CH:23][C:24]3[O:29][CH2:28][CH2:27][N:26]([CH2:30][CH2:31][CH2:32][O:33][CH3:34])[C:25]=3[CH:35]=2)[CH2:17][N:16]1[C:36]([O:38][C:39]([CH3:40])([CH3:41])[CH3:42])=[O:37])=[O:59])[CH3:62], predict the reactants needed to synthesize it. The reactants are: [CH3:1][O:2][CH2:3][CH2:4][O:5][CH2:6][C:7]1[CH:12]=[CH:11][C:10]([C@@H:13]2[C@@H:18]([O:19][CH2:20][C:21]3[CH:22]=[CH:23][C:24]4[O:29][CH2:28][CH2:27][N:26]([CH2:30][CH2:31][CH2:32][O:33][CH3:34])[C:25]=4[CH:35]=3)[CH2:17][N:16]([C:36]([O:38][C:39]([CH3:42])([CH3:41])[CH3:40])=[O:37])[C@@H:15]([CH2:43][C:44]([CH3:50])([C:46](=[O:49])[NH:47][CH3:48])[CH3:45])[CH2:14]2)=[CH:9][CH:8]=1.CC(C)([O-])C.[Li+].Cl[C:58]([O:60][CH:61]([Cl:63])[CH3:62])=[O:59]. (3) Given the product [CH2:34]([O:33][C:8]1[CH:9]=[C:10]([CH2:12][N:13]2[CH2:16][C:15]3([CH2:20][C:19]([N:21]4[CH2:22][CH2:23][C:24]([CH3:32])([C:27]([OH:29])=[O:28])[CH2:25][CH2:26]4)=[N:18][O:17]3)[CH2:14]2)[CH:11]=[C:6]([O:5][CH2:3][CH3:4])[C:7]=1[C:36]1[CH:41]=[CH:40][C:39]([F:42])=[C:38]([F:43])[CH:37]=1)[CH3:35], predict the reactants needed to synthesize it. The reactants are: [OH-].[Na+].[CH2:3]([O:5][C:6]1[CH:11]=[C:10]([CH2:12][N:13]2[CH2:16][C:15]3([CH2:20][C:19]([N:21]4[CH2:26][CH2:25][C:24]([CH3:32])([C:27]([O:29]CC)=[O:28])[CH2:23][CH2:22]4)=[N:18][O:17]3)[CH2:14]2)[CH:9]=[C:8]([O:33][CH2:34][CH3:35])[C:7]=1[C:36]1[CH:41]=[CH:40][C:39]([F:42])=[C:38]([F:43])[CH:37]=1)[CH3:4]. (4) Given the product [OH:2][C:3]1[CH:4]=[C:5]([C:9]2[C:18]3[C:13](=[C:14]4[CH:22]=[CH:21][CH:20]=[CH:19][C:15]4=[CH:16][CH:17]=3)[NH:12][C:11](=[O:23])[N:10]=2)[CH:6]=[CH:7][CH:8]=1, predict the reactants needed to synthesize it. The reactants are: C[O:2][C:3]1[CH:4]=[C:5]([C:9]2[C:18]3[C:13](=[C:14]4[CH:22]=[CH:21][CH:20]=[CH:19][C:15]4=[CH:16][CH:17]=3)[NH:12][C:11](=[O:23])[N:10]=2)[CH:6]=[CH:7][CH:8]=1.B(Br)(Br)Br.C(=O)(O)[O-].[Na+]. (5) Given the product [CH3:10][N:5]([CH:6]([CH3:11])[CH3:7])[S:1]([Cl:18])(=[O:4])=[O:2], predict the reactants needed to synthesize it. The reactants are: [S:1](=[O:4])(=O)=[O:2].[N:5]1[CH:10]=CC=[CH:7][C:6]=1[CH3:11].CNC(C)C.P(Cl)(Cl)(Cl)(Cl)[Cl:18].